From a dataset of Full USPTO retrosynthesis dataset with 1.9M reactions from patents (1976-2016). Predict the reactants needed to synthesize the given product. (1) Given the product [F:23][C:24]1[C:25]([C:2]2[N:3]=[C:4]([CH:12]3[CH2:15][CH:14]([N:16]4[CH2:21][CH2:20][N:19]([CH3:22])[CH2:18][CH2:17]4)[CH2:13]3)[N:5]3[CH:10]=[CH:9][N:8]=[C:7]([NH2:11])[C:6]=23)=[CH:26][CH:27]=[C:28]2[C:33]=1[N:32]=[C:31]([C:34]1[CH:35]=[CH:36][CH:37]=[CH:38][CH:39]=1)[CH:30]=[CH:29]2, predict the reactants needed to synthesize it. The reactants are: I[C:2]1[N:3]=[C:4]([CH:12]2[CH2:15][CH:14]([N:16]3[CH2:21][CH2:20][N:19]([CH3:22])[CH2:18][CH2:17]3)[CH2:13]2)[N:5]2[CH:10]=[CH:9][N:8]=[C:7]([NH2:11])[C:6]=12.[F:23][C:24]1[C:25](B2OC(C)(C)C(C)(C)O2)=[CH:26][CH:27]=[C:28]2[C:33]=1[N:32]=[C:31]([C:34]1[CH:39]=[CH:38][CH:37]=[CH:36][CH:35]=1)[CH:30]=[CH:29]2.C(=O)([O-])[O-].[Cs+].[Cs+].N#N.C([O-])(O)=O.[Na+]. (2) Given the product [CH2:1]([O:3][C:4]([C:6]1[C:7]([O:33][C:36](=[O:37])[C:35]([CH3:40])([CH3:39])[CH3:34])=[C:8]2[C:14]([Br:15])=[C:13]([C:16]3[CH:17]=[CH:18][C:19]([Cl:22])=[CH:20][CH:21]=3)[N:12]([CH2:23][C:24]3[CH:32]=[CH:31][C:27]4[O:28][CH2:29][O:30][C:26]=4[CH:25]=3)[C:9]2=[CH:10][N:11]=1)=[O:5])[CH3:2], predict the reactants needed to synthesize it. The reactants are: [CH2:1]([O:3][C:4]([C:6]1[C:7]([OH:33])=[C:8]2[C:14]([Br:15])=[C:13]([C:16]3[CH:21]=[CH:20][C:19]([Cl:22])=[CH:18][CH:17]=3)[N:12]([CH2:23][C:24]3[CH:32]=[CH:31][C:27]4[O:28][CH2:29][O:30][C:26]=4[CH:25]=3)[C:9]2=[CH:10][N:11]=1)=[O:5])[CH3:2].[CH3:34][C:35]([CH3:40])([CH3:39])[C:36](Cl)=[O:37].C(N(CC)CC)C. (3) Given the product [Cl:23][CH2:2][C:3]1[N:7]([CH:8]2[C:17]3[C:12](=[CH:13][CH:14]=[CH:15][CH:16]=3)[C:11](=[O:18])[O:10][C:9]2([CH3:20])[CH3:19])[CH:6]=[N:5][CH:4]=1, predict the reactants needed to synthesize it. The reactants are: O[CH2:2][C:3]1[N:7]([CH:8]2[C:17]3[C:12](=[CH:13][CH:14]=[CH:15][CH:16]=3)[C:11](=[O:18])[O:10][C:9]2([CH3:20])[CH3:19])[CH:6]=[N:5][CH:4]=1.S(Cl)([Cl:23])=O. (4) Given the product [Cl:1][C:2]1[CH:3]=[CH:4][C:5]([C:8]2[O:9][C:10]3[CH:16]=[CH:15][C:14]([CH:17]([OH:19])[CH3:18])=[CH:13][C:11]=3[N:12]=2)=[CH:6][CH:7]=1, predict the reactants needed to synthesize it. The reactants are: [Cl:1][C:2]1[CH:7]=[CH:6][C:5]([C:8]2[O:9][C:10]3[CH:16]=[CH:15][C:14]([C:17](=[O:19])[CH3:18])=[CH:13][C:11]=3[N:12]=2)=[CH:4][CH:3]=1.[BH4-].[Na+]. (5) Given the product [F:18][C:17]1[C:3]2[C:4](=[N:5][C:6]([C:8]3[CH:9]=[C:10]([OH:14])[CH:11]=[CH:12][CH:13]=3)=[N:7][C:2]=2[N:25]2[CH2:30][CH2:29][O:28][CH2:27][CH2:26]2)[N:15]([C:19]2[CH:24]=[CH:23][CH:22]=[CH:21][CH:20]=2)[N:16]=1, predict the reactants needed to synthesize it. The reactants are: Br[C:2]1[N:7]=[C:6]([C:8]2[CH:9]=[C:10]([OH:14])[CH:11]=[CH:12][CH:13]=2)[N:5]=[C:4]2[N:15]([C:19]3[CH:24]=[CH:23][CH:22]=[CH:21][CH:20]=3)[N:16]=[C:17]([F:18])[C:3]=12.[NH:25]1[CH2:30][CH2:29][O:28][CH2:27][CH2:26]1. (6) Given the product [NH2:1][C:2]1[N:3]=[C:4]([C:21]2[CH:22]=[CH:23][C:18]([CH3:17])=[CH:19][CH:20]=2)[C:5]([C:8]2[CH:15]=[CH:14][C:11]([C:12]#[N:13])=[CH:10][CH:9]=2)=[N:6][CH:7]=1, predict the reactants needed to synthesize it. The reactants are: [NH2:1][C:2]1[N:3]=[C:4](Cl)[C:5]([C:8]2[CH:15]=[CH:14][C:11]([C:12]#[N:13])=[CH:10][CH:9]=2)=[N:6][CH:7]=1.[CH3:17][C:18]1[CH:23]=[CH:22][C:21](B(O)O)=[CH:20][CH:19]=1.C(=O)([O-])[O-].[Na+].[Na+].ClCCl. (7) Given the product [Cl:1][C:2]1[C:10]([OH:11])=[C:9]2[C:5]([C:6]3[CH:16]=[C:15]([CH3:17])[CH:14]=[N:13][C:7]=3[NH:8]2)=[C:4]([C:18]2[CH:23]=[CH:22][CH:21]=[C:20]([S:24]([CH2:27][CH3:28])(=[O:25])=[O:26])[CH:19]=2)[CH:3]=1, predict the reactants needed to synthesize it. The reactants are: [Cl:1][C:2]1[C:10]([O:11]C)=[C:9]2[C:5]([C:6]3[CH:16]=[C:15]([CH3:17])[CH:14]=[N:13][C:7]=3[NH:8]2)=[C:4]([C:18]2[CH:23]=[CH:22][CH:21]=[C:20]([S:24]([CH2:27][CH3:28])(=[O:26])=[O:25])[CH:19]=2)[CH:3]=1.C(S(C1C=C(C2C=CC(O)=C3C=2C2C=C(C)C=NC=2N3)C=CC=1)(=O)=O)C.